From a dataset of Full USPTO retrosynthesis dataset with 1.9M reactions from patents (1976-2016). Predict the reactants needed to synthesize the given product. (1) Given the product [C:1]([C:5]1[CH:9]=[CH:8][C:7](=[C:11]([CH3:13])[CH3:10])[CH:6]=1)([CH3:4])([CH3:3])[CH3:2], predict the reactants needed to synthesize it. The reactants are: [C:1]([C:5]1[CH2:9][CH:8]=[CH:7][CH:6]=1)([CH3:4])([CH3:3])[CH3:2].[CH3:10][C:11]([CH3:13])=O.CO.N1CCCC1. (2) The reactants are: Br[C:2]1[CH:3]=[C:4]2[C:9](=[CH:10][CH:11]=1)[CH:8]=[N:7][CH:6]=[CH:5]2.BrC1C=CC(C=O)=CC=1.[C:21]([N:28]1[CH2:33][CH2:32][NH:31][CH2:30][CH2:29]1)([O:23][C:24]([CH3:27])([CH3:26])[CH3:25])=[O:22].[O-]P([O-])([O-])=O.[K+].[K+].[K+].C1(P(C2CCCCC2)C2C=CC=CC=2C2C=CC=CC=2N(C)C)CCCCC1. Given the product [C:24]([O:23][C:21]([N:28]1[CH2:33][CH2:32][N:31]([C:2]2[CH:3]=[C:4]3[C:9](=[CH:10][CH:11]=2)[CH:8]=[N:7][CH:6]=[CH:5]3)[CH2:30][CH2:29]1)=[O:22])([CH3:27])([CH3:25])[CH3:26], predict the reactants needed to synthesize it. (3) Given the product [CH:1]1([C:4]2[CH:5]=[C:6]([C:21]3[CH:22]=[C:23]([CH2:27][N:28]4[CH:32]=[CH:31][N:30]=[C:29]4[CH3:33])[N:24]=[N:25][CH:26]=3)[CH:7]=[CH:8][C:9]=2[F:10])[CH2:2][CH2:3]1, predict the reactants needed to synthesize it. The reactants are: [CH:1]1([C:4]2[CH:5]=[C:6](B3OC(C)(C)C(C)(C)O3)[CH:7]=[CH:8][C:9]=2[F:10])[CH2:3][CH2:2]1.Cl[C:21]1[CH:22]=[C:23]([CH2:27][N:28]2[CH:32]=[CH:31][N:30]=[C:29]2[CH3:33])[N:24]=[N:25][CH:26]=1.